This data is from Catalyst prediction with 721,799 reactions and 888 catalyst types from USPTO. The task is: Predict which catalyst facilitates the given reaction. (1) Reactant: Cl.CN(C)CCCN=C=NCC.CN1CCOCC1.O.ON1C2C=CC=CC=2N=N1.[F:31][C:32]([F:42])([F:41])[C:33]1[CH:34]=[CH:35][C:36]([NH:39][NH2:40])=[N:37][CH:38]=1.[Cl:43][C:44]1[CH:52]=[CH:51][CH:50]=[C:49]([F:53])[C:45]=1[C:46](O)=[O:47]. Product: [F:42][C:32]([F:31])([F:41])[C:33]1[CH:34]=[CH:35][C:36]([N:39]([C:46](=[O:47])[C:45]2[C:49]([F:53])=[CH:50][CH:51]=[CH:52][C:44]=2[Cl:43])[NH2:40])=[N:37][CH:38]=1. The catalyst class is: 545. (2) Reactant: [Cl:1][C:2]1[N:3]=[N:4][C:5](Cl)=[CH:6][CH:7]=1.[CH3:9][C:10]1[CH:15]=[CH:14][CH:13]=[CH:12][C:11]=1[OH:16].C(=O)([O-])[O-].[K+].[K+]. Product: [Cl:1][C:2]1[N:3]=[N:4][C:5]([O:16][C:11]2[CH:12]=[CH:13][CH:14]=[CH:15][C:10]=2[CH3:9])=[CH:6][CH:7]=1. The catalyst class is: 13. (3) Reactant: C(OC([N:8]1[CH2:11][CH:10]([O:12][C:13]2[CH:14]=[N:15][C:16]([Br:19])=[CH:17][CH:18]=2)[CH2:9]1)=O)(C)(C)C.[C:20]([OH:26])([C:22]([F:25])([F:24])[F:23])=[O:21]. Product: [F:23][C:22]([F:25])([F:24])[C:20]([OH:26])=[O:21].[NH:8]1[CH2:11][CH:10]([O:12][C:13]2[CH:18]=[CH:17][C:16]([Br:19])=[N:15][CH:14]=2)[CH2:9]1. The catalyst class is: 2. (4) Reactant: [O:1]=[C:2]1[CH2:11][CH2:10][C:9]2[C:4](=[CH:5][C:6]([CH2:12][C:13]([O:15]C)=[O:14])=[CH:7][CH:8]=2)[NH:3]1.[OH-:17].[Na+]. Product: [O:1]=[C:2]1[CH2:11][CH2:10][C:9]2[C:4](=[CH:5][C:6]([CH2:12][C:13]([O:15][OH:17])=[O:14])=[CH:7][CH:8]=2)[NH:3]1. The catalyst class is: 5. (5) Reactant: [CH3:1][C:2]1[CH:7]=[CH:6][CH:5]=[C:4]([NH:8][C:9]2[CH:14]=[CH:13][CH:12]=[CH:11][CH:10]=2)[C:3]=1[NH2:15].[C:16]([O:20][C:21]([NH:23][C@H:24]([CH3:28])[C:25](O)=[O:26])=[O:22])([CH3:19])([CH3:18])[CH3:17].C1C=CC2N(O)N=NC=2C=1.CN1CCOCC1.Cl.CN(C)CCCN=C=NCC. Product: [C:16]([O:20][C:21](=[O:22])[NH:23][C@@H:24]([C:25](=[O:26])[NH:15][C:3]1[C:4]([NH:8][C:9]2[CH:10]=[CH:11][CH:12]=[CH:13][CH:14]=2)=[CH:5][CH:6]=[CH:7][C:2]=1[CH3:1])[CH3:28])([CH3:17])([CH3:18])[CH3:19]. The catalyst class is: 2.